From a dataset of Catalyst prediction with 721,799 reactions and 888 catalyst types from USPTO. Predict which catalyst facilitates the given reaction. (1) Reactant: C(O[C:9]1[C:18]2[C:13](=[CH:14][CH:15]=[C:16]([CH2:19][OH:20])[CH:17]=2)[N:12]=[C:11]([N:21]2[CH2:27][C:26]3[CH:28]=[CH:29][CH:30]=[CH:31][C:25]=3[S:24](=[O:32])[CH2:23][CH2:22]2)[N:10]=1)C1C=CC=CC=1.C(OC1C2C(=CC=C(CO)C=2)N=C(N2CC3C=CC=CC=3S(=O)(=O)CC2)N=1)C1C=CC=CC=1.[O:66]1[CH2:69][C:68]([CH2:72][NH2:73])([CH2:70][NH2:71])[CH2:67]1. Product: [NH2:71][CH2:70][C:68]1([CH2:72][NH:73][C:9]2[C:18]3[C:13](=[CH:14][CH:15]=[C:16]([CH2:19][OH:20])[CH:17]=3)[N:12]=[C:11]([N:21]3[CH2:27][C:26]4[CH:28]=[CH:29][CH:30]=[CH:31][C:25]=4[S:24](=[O:32])[CH2:23][CH2:22]3)[N:10]=2)[CH2:69][O:66][CH2:67]1. The catalyst class is: 6. (2) Reactant: [CH3:1][N:2]([CH2:22][C@@H:23]1[C:26]2[CH:27]=[C:28]([O:33][CH3:34])[C:29]([O:31][CH3:32])=[CH:30][C:25]=2[CH2:24]1)[CH2:3][CH2:4][CH2:5][N:6]1[C:16](=[O:17])[CH2:15][C:14]2[C:9](=[CH:10][C:11]([O:20][CH3:21])=[C:12]([O:18][CH3:19])[CH:13]=2)[CH2:8][CH2:7]1.[CH2:35]([S:37]([OH:40])(=[O:39])=[O:38])[CH3:36]. Product: [CH3:1][N:2]([CH2:22][C@@H:23]1[C:26]2[CH:27]=[C:28]([O:33][CH3:34])[C:29]([O:31][CH3:32])=[CH:30][C:25]=2[CH2:24]1)[CH2:3][CH2:4][CH2:5][N:6]1[C:16](=[O:17])[CH2:15][C:14]2[C:9](=[CH:10][C:11]([O:20][CH3:21])=[C:12]([O:18][CH3:19])[CH:13]=2)[CH2:8][CH2:7]1.[CH2:35]([S:37]([O-:40])(=[O:39])=[O:38])[CH3:36]. The catalyst class is: 4.